Dataset: Full USPTO retrosynthesis dataset with 1.9M reactions from patents (1976-2016). Task: Predict the reactants needed to synthesize the given product. (1) Given the product [CH3:1][C:2]1([CH3:21])[CH2:7][CH:6]([N:8]2[C:16](=[O:17])[C:15]3[C:10](=[CH:11][CH:12]=[CH:13][CH:14]=3)[C:9]2=[O:18])[CH2:5][C:4]([CH3:20])([CH3:19])[N:3]1[CH2:24][C:23]#[CH:22], predict the reactants needed to synthesize it. The reactants are: [CH3:1][C:2]1([CH3:21])[CH2:7][CH:6]([N:8]2[C:16](=[O:17])[C:15]3[C:10](=[CH:11][CH:12]=[CH:13][CH:14]=3)[C:9]2=[O:18])[CH2:5][C:4]([CH3:20])([CH3:19])[NH:3]1.[CH2:22](Br)[C:23]#[CH:24]. (2) Given the product [Br:22][C:16]1[CH:17]=[N:18][C:19]2[C:14]([CH:15]=1)=[CH:13][C:12]([S:11][C:8]1[N:6]3[N:7]=[C:2]([CH3:1])[CH:3]=[CH:4][C:5]3=[N:10][N:9]=1)=[CH:21][CH:20]=2, predict the reactants needed to synthesize it. The reactants are: [CH3:1][C:2]1[CH:3]=[CH:4][C:5]2[N:6]([C:8]([S:11][C:12]3[CH:13]=[C:14]4[C:19](=[CH:20][CH:21]=3)[N:18]=[CH:17][CH:16]=[CH:15]4)=[N:9][N:10]=2)[N:7]=1.[Br:22]Br.